This data is from Peptide-MHC class I binding affinity with 185,985 pairs from IEDB/IMGT. The task is: Regression. Given a peptide amino acid sequence and an MHC pseudo amino acid sequence, predict their binding affinity value. This is MHC class I binding data. (1) The peptide sequence is LSARNKLFKR. The MHC is HLA-A11:01 with pseudo-sequence HLA-A11:01. The binding affinity (normalized) is 0.270. (2) The peptide sequence is VERRLVKVL. The MHC is HLA-B27:05 with pseudo-sequence HLA-B27:05. The binding affinity (normalized) is 0.0847. (3) The binding affinity (normalized) is 0.213. The peptide sequence is VPGLSPEAL. The MHC is HLA-A66:01 with pseudo-sequence HLA-A66:01. (4) The peptide sequence is SSLRREHIK. The MHC is HLA-A11:01 with pseudo-sequence HLA-A11:01. The binding affinity (normalized) is 0.483.